Dataset: NCI-60 drug combinations with 297,098 pairs across 59 cell lines. Task: Regression. Given two drug SMILES strings and cell line genomic features, predict the synergy score measuring deviation from expected non-interaction effect. (1) Drug 1: CC1C(C(CC(O1)OC2CC(CC3=C2C(=C4C(=C3O)C(=O)C5=C(C4=O)C(=CC=C5)OC)O)(C(=O)CO)O)N)O.Cl. Drug 2: C1CCN(CC1)CCOC2=CC=C(C=C2)C(=O)C3=C(SC4=C3C=CC(=C4)O)C5=CC=C(C=C5)O. Cell line: HOP-92. Synergy scores: CSS=5.18, Synergy_ZIP=2.32, Synergy_Bliss=-2.93, Synergy_Loewe=-3.17, Synergy_HSA=-2.33. (2) Synergy scores: CSS=27.3, Synergy_ZIP=-3.03, Synergy_Bliss=1.98, Synergy_Loewe=1.99, Synergy_HSA=1.79. Cell line: EKVX. Drug 2: C1C(C(OC1N2C=NC(=NC2=O)N)CO)O. Drug 1: C1=C(C(=O)NC(=O)N1)F.